The task is: Regression. Given a peptide amino acid sequence and an MHC pseudo amino acid sequence, predict their binding affinity value. This is MHC class I binding data.. This data is from Peptide-MHC class I binding affinity with 185,985 pairs from IEDB/IMGT. (1) The peptide sequence is ALLSCIRNA. The MHC is HLA-A02:02 with pseudo-sequence HLA-A02:02. The binding affinity (normalized) is 0.557. (2) The peptide sequence is ATEFFSTKAAKKPDR. The MHC is HLA-A02:01 with pseudo-sequence HLA-A02:01. The binding affinity (normalized) is 0.683. (3) The peptide sequence is GEYRSGNNL. The MHC is HLA-A11:01 with pseudo-sequence HLA-A11:01. The binding affinity (normalized) is 0.0847. (4) The peptide sequence is KALFMHCKK. The MHC is HLA-A68:01 with pseudo-sequence HLA-A68:01. The binding affinity (normalized) is 0.237.